This data is from Forward reaction prediction with 1.9M reactions from USPTO patents (1976-2016). The task is: Predict the product of the given reaction. (1) Given the reactants [N:1]1([C:11]([O:13][CH2:14][C:15]2[CH:20]=[CH:19][CH:18]=[CH:17][CH:16]=2)=[O:12])[CH2:5][CH2:4][CH2:3][C@H:2]1[C:6]([O:8][CH2:9][CH3:10])=[O:7].[Li+].C[Si]([N-][Si](C)(C)C)(C)C.[CH2:31](Br)[C:32]1[CH:37]=[CH:36][CH:35]=[CH:34][CH:33]=1, predict the reaction product. The product is: [CH2:31]([C:2]1([C:6]([O:8][CH2:9][CH3:10])=[O:7])[CH2:3][CH2:4][CH2:5][N:1]1[C:11]([O:13][CH2:14][C:15]1[CH:20]=[CH:19][CH:18]=[CH:17][CH:16]=1)=[O:12])[C:32]1[CH:37]=[CH:36][CH:35]=[CH:34][CH:33]=1. (2) Given the reactants [OH:1][N:2]1[C:6](=[O:7])[C:5]2=[CH:8][CH:9]=[CH:10][CH:11]=[C:4]2[C:3]1=[O:12].[CH2:13](Br)[C:14]#[CH:15].C(N(CC)CC)C, predict the reaction product. The product is: [CH2:15]([O:1][N:2]1[C:3](=[O:12])[C:4]2[C:5](=[CH:8][CH:9]=[CH:10][CH:11]=2)[C:6]1=[O:7])[C:14]#[CH:13].